The task is: Regression. Given a peptide amino acid sequence and an MHC pseudo amino acid sequence, predict their binding affinity value. This is MHC class II binding data.. This data is from Peptide-MHC class II binding affinity with 134,281 pairs from IEDB. (1) The peptide sequence is ILTVSVAVSEGKPTE. The binding affinity (normalized) is 0.563. The MHC is HLA-DQA10501-DQB10301 with pseudo-sequence HLA-DQA10501-DQB10301. (2) The peptide sequence is PEEFAVVDLSKMRAV. The MHC is DRB1_0301 with pseudo-sequence DRB1_0301. The binding affinity (normalized) is 0.627. (3) The peptide sequence is EVDMTPADAL. The MHC is HLA-DPA10201-DPB10101 with pseudo-sequence HLA-DPA10201-DPB10101. The binding affinity (normalized) is 0.0339. (4) The peptide sequence is NSYIAEMETESWIVD. The MHC is DRB1_0901 with pseudo-sequence DRB1_0901. The binding affinity (normalized) is 0.251. (5) The peptide sequence is RPLLIEGTASLSPGM. The MHC is DRB1_1101 with pseudo-sequence DRB1_1101. The binding affinity (normalized) is 0.126.